Dataset: Drug-target binding data from BindingDB using Ki measurements. Task: Regression. Given a target protein amino acid sequence and a drug SMILES string, predict the binding affinity score between them. We predict pKi (pKi = -log10(Ki in M); higher means stronger inhibition). Dataset: bindingdb_ki. (1) The compound is CC(Cc1ccccc1)Nc1ncnc2c1ncn2C1OC(CO)C(O)C1O. The target protein (P49892) has sequence MAQSVTAFQAAYISIEVLIALVSVPGNILVIWAVKMNQALRDATFCFIVSLAVADVAVGALVIPLAIIINIGPQTEFYSCLMMACPVLILTESSILALLAIAVDRYLRVKIPVRYKSVVTPRRAAVAIACCWIVSFLVGLTPMFGWNNLNKVLGTRDLNVSHSEFVIKCQFETVISMEYMVYFNFFVWVLPPLLLMLLIYLEVFNLIRTQLNKKVSSSSNDPQKYYGKELKIAKSLALVLFLFALSWLPLHILNCITLFCPSCKTPHILTYIAIFLTHGNSAMNPIVYAFRIKKFRTAFLQIWNQYFCCKTNKSSSSSTAETVN. The pKi is 9.1. (2) The small molecule is CC[C@H](C)[C@H](NC(=O)[C@H](CCCNC(=N)N)NC(=O)[C@H](CCCNC(=N)N)NC(=O)[C@H](CC(C)C)NC(=O)[C@H](Cc1ccccc1)NC(=O)CNC(=O)CNC(=O)[C@@H](N)Cc1ccc(O)cc1)C(=O)N[C@@H](CCCNC(=N)N)C(=O)N1CCC[C@H]1C(=O)N[C@@H](CCCCN)C(=O)N[C@@H](CC(C)C)C(=O)N[C@@H](CCCCN)C(=O)O. The target protein sequence is MDSPIQIFRGEPGPTCAPSACLPPNSSAWFPGWAEPDSNGSAGSEDAQLEPAHISPAIPVIITAVYSVVFVVGLVGNSLVMFVIIRYTKMKTATNIYIFNLALADALVTTTMPFQSTVYLMNSWPFGDVLCKIVISIDFYNMFTSIFTLTMMSVDRYIAVCHPVKALDFRTPLKAKIINICIWLLSSSVGISAIVLGGTKVREDVDVIECSLQFPDDDYSWWDLFMKICVFIFAFVIPVLIIIVCYTLMILRLKSVRLLSGSREKDRNLRRITRLVLVVVAVFVVCWTPIHIFILVEALGSTSHSTAALSSYYFCIALGYTNSSLNPILYAFLDENFKRCFRDFCFPLKMRMERQSTSRVRNTVQDPAYLRDIDGMNKPV. The pKi is 7.5. (3) The small molecule is c1cncc(OC[C@@H]2CCN2)c1. The target protein (P25108) has sequence MELTAVLLLLGLCSAGTVLGSEHETRLVAKLFKDYSSVVRPVGDHREIVQVTVGLQLIQLINVDEVNQIVTTNVRLKQQWVDYNLKWNPDDYGGVKKIHIPSEKIWRPDVVLYNNADGDFAIVKFTKVLLDYTGHITWTPPAIFKSYCEIIVTHFPFDEQNCSMKLGTWTYDGSVVAINPESDQPDLSNFMESGEWVIKEARGWKHWVFYSCCPNTPYLDITYHFVMQRLPLYFIVNVIIPCLLFSFLTSLVFYLPTDSGEKMTLSISVLLSLTVFLLVIVELIPSTSSAVPLIGKYMLFTMVFVIASIIITVIVINTHHRSPSTHIMPEWVRKVFIDTIPNIMFFSTMKRPSRDKQEKRIFTEDIDISDISGKPGPPPMGFHSPLIKHPEVKSAIEGVKYIAETMKSDQESNNASEEWKYVAMVMDHILLGVFMLVCLIGTLAVFAGRLIELHQQG. The pKi is 6.5. (4) The pKi is 9.0. The target protein sequence is MAEVGGTIPRSNRELQRCVLLTTTIMSIPGVNASFSSTPERLNSPVTIPAVMFIFGVVGNLVAIVVLCKSRKEQKETTFYTLVCGLAVTDLLGTLLVSPVTIATYMKGQWPGDQALCDYSTFILLFFGLSGLSIICAMSIERYLAINHAYFYSHYVDKRLAGLTLFAIYASNVLFCALPNMGLGRSERQYPGTWCFIDWTTNVTAYAAFSYMYAGFSSFLILATVLCNVLVCGALLRMHRQFMRRTSLGTEQHHAAAAAAVASVACRGHAGASPALQRLSDFRRRRSFRRIAGAEIQMVILLIATSLVVLICSIPLVVRVFINQLYQPNVVKDISRNPDLQAIRIASVNPILDPWIYILLRKTVLSKAIEKIKCLFCRIGGSGRDSSAQHCSESRRTSSAMSGHSRSFLARELKEISSTSQTLLYLPDLTESSLGGRNLLPGSHGMGLTQADTTSLRTLRISETSDSSQGQDSESVLLVDEVSGSHREEPASKGNSLQVT.... The drug is CCc1cccc(C[C@H](O)/C=C/[C@H]2CSC(=O)N2CCSCCCC(=O)O)c1. (5) The drug is CC(NC(C)(C)C)C(=O)c1cccc(Cl)c1. The target is MLLARMKPQVQPELGGADQ. The pKi is 5.8. (6) The target protein (P0A6F1) has sequence MIKSALLVLEDGTQFHGRAIGATGSAVGEVVFNTSMTGYQEILTDPSYSRQIVTLTYPHIGNVGTNDADEESSQVHAQGLVIRDLPLIASNFRNTEDLSSYLKRHNIVAIADIDTRKLTRLLREKGAQNGCIIAGDNPDAALALEKARAFPGLNGMDLAKEVTTAEAYSWTQGSWTLTGGLPEAKKEDELPFHVVAYDFGAKRNILRMLVDRGCRLTIVPAQTSAEDVLKMNPDGIFLSNGPGDPAPCDYAITAIQKFLETDIPVFGICLGHQLLALASGAKTVKMKFGHHGGNHPVKDVEKNVVMITAQNHGFAVDEATLPANLRVTHKSLFDGTLQGIHRTDKPAFSFQGHPEASPGPHDAAPLFDHFIELIEQYRKTAK. The small molecule is [NH3+]C(CCC(=O)NO)C(=O)[O-]. The pKi is 5.0.